The task is: Regression. Given a peptide amino acid sequence and an MHC pseudo amino acid sequence, predict their binding affinity value. This is MHC class II binding data.. This data is from Peptide-MHC class II binding affinity with 134,281 pairs from IEDB. (1) The peptide sequence is EEFCTLASRFLVEED. The MHC is DRB1_1001 with pseudo-sequence DRB1_1001. The binding affinity (normalized) is 0.482. (2) The peptide sequence is ECYVQRFHLIKNTFG. The MHC is DRB5_0101 with pseudo-sequence DRB5_0101. The binding affinity (normalized) is 1.00. (3) The peptide sequence is KGSNPNYLALLVKYV. The MHC is DRB1_1501 with pseudo-sequence DRB1_1501. The binding affinity (normalized) is 0.578. (4) The peptide sequence is ANQFNKAISQIQESL. The MHC is DRB1_0301 with pseudo-sequence DRB1_0301. The binding affinity (normalized) is 0.246.